The task is: Predict which catalyst facilitates the given reaction.. This data is from Catalyst prediction with 721,799 reactions and 888 catalyst types from USPTO. (1) Reactant: [C:1](Cl)(=[O:8])[C:2]1[CH:7]=[CH:6][CH:5]=[CH:4][CH:3]=1.[Cl:10][CH2:11][C:12](=[N:14]O)[NH2:13]. Product: [Cl:10][CH2:11][C:12]1[N:14]=[C:1]([C:2]2[CH:7]=[CH:6][CH:5]=[CH:4][CH:3]=2)[O:8][N:13]=1. The catalyst class is: 34. (2) Reactant: Cl[C:2]1[C:3]2[C:4](=[CH:18][N:19](CC3C=CC(OC)=CC=3)[N:20]=2)[N:5]=[C:6]([C:8]2[CH:13]=[CH:12][C:11]([O:14][CH3:15])=[C:10]([O:16][CH3:17])[CH:9]=2)[N:7]=1.[NH2:30][C:31]1[CH:39]=[CH:38][CH:37]=[CH:36][C:32]=1[C:33]([NH2:35])=[O:34].Cl. Product: [CH3:17][O:16][C:10]1[CH:9]=[C:8]([C:6]2[N:7]=[C:2]([NH:30][C:31]3[CH:39]=[CH:38][CH:37]=[CH:36][C:32]=3[C:33]([NH2:35])=[O:34])[C:3]3[NH:20][N:19]=[CH:18][C:4]=3[N:5]=2)[CH:13]=[CH:12][C:11]=1[O:14][CH3:15]. The catalyst class is: 71. (3) Reactant: C(OC(=O)[NH:10][CH:11]1[CH2:16][CH2:15][N:14]([C:17]2[CH:22]=[CH:21][N:20]=[CH:19][CH:18]=2)[CH2:13][CH2:12]1)C1C=CC=CC=1. Product: [NH2:10][CH:11]1[CH2:12][CH2:13][N:14]([C:17]2[CH:18]=[CH:19][N:20]=[CH:21][CH:22]=2)[CH2:15][CH2:16]1. The catalyst class is: 178. (4) Reactant: [Br:1][C:2]1[CH:3]=[C:4]([NH:9][S:10]([CH3:13])(=[O:12])=[O:11])[CH:5]=[CH:6][C:7]=1[CH3:8].[C:14](OC(=O)COC1C=CC(Cl)=CC=1C#CC1C=C(NS(C)(=O)=O)C=CC=1C)(C)(C)C.[H-].[Na+].IC. Product: [Br:1][C:2]1[CH:3]=[C:4]([N:9]([CH3:14])[S:10]([CH3:13])(=[O:12])=[O:11])[CH:5]=[CH:6][C:7]=1[CH3:8]. The catalyst class is: 3. (5) Reactant: [H-].[H-].[H-].[H-].[Li+].[Al+3].[F:7][C:8]1[CH:13]=[CH:12][C:11]([C:14]2[C:15]3[CH:32]=[CH:31][C:30]([O:33][CH3:34])=[CH:29][C:16]=3[S:17](=O)[C:18]=2[O:19][C:20]2[CH:25]=[CH:24][C:23]([O:26][CH3:27])=[CH:22][CH:21]=2)=[CH:10][CH:9]=1. Product: [F:7][C:8]1[CH:13]=[CH:12][C:11]([C:14]2[C:15]3[CH:32]=[CH:31][C:30]([O:33][CH3:34])=[CH:29][C:16]=3[S:17][C:18]=2[O:19][C:20]2[CH:21]=[CH:22][C:23]([O:26][CH3:27])=[CH:24][CH:25]=2)=[CH:10][CH:9]=1. The catalyst class is: 162. (6) Reactant: [NH2:1][C:2]1[C:3]([F:9])=[N:4][CH:5]=[C:6](Br)[CH:7]=1.[NH:10]1[CH2:17][CH2:16]C[C@H:11]1[C:12](O)=[O:13].C(=O)([O-])[O-].[K+].[K+].N1CCOCC1. Product: [F:9][C:3]1[C:2]([NH2:1])=[CH:7][C:6]([N:10]2[CH2:11][CH2:12][O:13][CH2:16][CH2:17]2)=[CH:5][N:4]=1. The catalyst class is: 156. (7) Reactant: [O:1]1[CH:5]=[CH:4][CH:3]=[C:2]1[Mg]Br.O1C=CC=C1.CN(OC)[C:15]([CH:17]1[CH2:21][C:20](=[O:22])[N:19]([C@@H:23]([C:25]2[CH:30]=[CH:29][CH:28]=[CH:27][CH:26]=2)[CH3:24])[CH2:18]1)=[O:16].Cl. Product: [O:1]1[CH:5]=[CH:4][CH:3]=[C:2]1[C:15]([C@H:17]1[CH2:18][N:19]([C@@H:23]([C:25]2[CH:30]=[CH:29][CH:28]=[CH:27][CH:26]=2)[CH3:24])[C:20](=[O:22])[CH2:21]1)=[O:16]. The catalyst class is: 7. (8) Reactant: [F:1][C:2]1[CH:3]=[C:4]([O:13][CH2:14][C:15]2[CH:20]=[CH:19][CH:18]=[CH:17][CH:16]=2)[C:5]([O:11][CH3:12])=[C:6]([CH2:8][C:9]#[N:10])[CH:7]=1.[H-].[Na+].[C:23](C1NC=CN=1)(=[O:25])[CH3:24].Cl. Product: [F:1][C:2]1[CH:3]=[C:4]([O:13][CH2:14][C:15]2[CH:20]=[CH:19][CH:18]=[CH:17][CH:16]=2)[C:5]([O:11][CH3:12])=[C:6]([CH:8]([C:23](=[O:25])[CH3:24])[C:9]#[N:10])[CH:7]=1. The catalyst class is: 375.